From a dataset of Full USPTO retrosynthesis dataset with 1.9M reactions from patents (1976-2016). Predict the reactants needed to synthesize the given product. (1) Given the product [NH2:1][C:2]1[N:7]=[C:6]([N:8]2[CH2:32][CH2:31][C:11]3([CH2:15][NH:14][C@H:13]([C:26]([OH:28])=[O:27])[CH2:12]3)[CH2:10][CH2:9]2)[CH:5]=[C:4]([O:33][C@H:34]([C:39]2[CH:44]=[CH:43][C:42]([C:69]3[CH:70]=[CH:71][C:66]([O:65][CH:62]([CH3:64])[CH3:63])=[CH:67][CH:68]=3)=[CH:41][C:40]=2[N:46]2[CH2:51][CH2:50][NH:49][CH2:48][CH2:47]2)[C:35]([F:38])([F:36])[F:37])[N:3]=1, predict the reactants needed to synthesize it. The reactants are: [NH2:1][C:2]1[N:7]=[C:6]([N:8]2[CH2:32][CH2:31][C:11]3([CH2:15][N:14](C(OCC4C=CC=CC=4)=O)[C@H:13]([C:26]([O:28]CC)=[O:27])[CH2:12]3)[CH2:10][CH2:9]2)[CH:5]=[C:4]([O:33][C@H:34]([C:39]2[CH:44]=[CH:43][C:42](Br)=[CH:41][C:40]=2[N:46]2[CH2:51][CH2:50][N:49](C(OCC3C=CC=CC=3)=O)[CH2:48][CH2:47]2)[C:35]([F:38])([F:37])[F:36])[N:3]=1.[CH:62]([O:65][C:66]1[CH:71]=[CH:70][C:69](B(O)O)=[CH:68][CH:67]=1)([CH3:64])[CH3:63]. (2) Given the product [Br:2][C:3]1[CH:4]=[C:5]([C:9]([NH:11][CH:12]2[CH2:13][CH2:14][N:15]([C:19]3[S:20][CH:21]=[C:22]([C:24]([NH2:26])=[O:25])[N:23]=3)[CH2:16][CH2:17]2)=[O:10])[NH:6][C:7]=1[CH3:8], predict the reactants needed to synthesize it. The reactants are: Cl.[Br:2][C:3]1[CH:4]=[C:5]([C:9]([NH:11][CH:12]2[CH2:17][CH2:16][NH:15][CH2:14][CH2:13]2)=[O:10])[NH:6][C:7]=1[CH3:8].Br[C:19]1[S:20][CH:21]=[C:22]([C:24]([NH2:26])=[O:25])[N:23]=1. (3) Given the product [NH2:35][C:32]1[CH:31]=[CH:30][C:29]([CH2:28][CH2:27][N:11]2[C:10]3[N:9]=[C:8]([CH2:1][C:2]4[CH:7]=[CH:6][CH:5]=[CH:4][CH:3]=4)[N:16]([CH2:17][CH2:18][NH:19][CH2:20][CH3:21])[C:15]=3[C:14](=[O:22])[N:13]([CH2:23][CH2:24][CH3:25])[C:12]2=[O:26])=[CH:34][CH:33]=1, predict the reactants needed to synthesize it. The reactants are: [CH2:1]([C:8]1[N:16]([CH2:17][CH2:18][NH:19][CH2:20][CH3:21])[C:15]2[C:14](=[O:22])[N:13]([CH2:23][CH2:24][CH3:25])[C:12](=[O:26])[N:11]([CH2:27][CH2:28][C:29]3[CH:34]=[CH:33][C:32]([N+:35]([O-])=O)=[CH:31][CH:30]=3)[C:10]=2[N:9]=1)[C:2]1[CH:7]=[CH:6][CH:5]=[CH:4][CH:3]=1.O.NN.[H][H]. (4) Given the product [Br:1][CH2:2][CH2:3][O:4][C:5]1[CH:31]=[CH:30][C:8]([CH2:9][C:10]2[C:19]3[C:14](=[C:15]([I:32])[C:16]([OH:20])=[CH:17][CH:18]=3)[O:13][C:12](=[O:21])[C:11]=2[C:22]2[CH:27]=[CH:26][C:25]([Cl:28])=[CH:24][C:23]=2[Cl:29])=[CH:7][CH:6]=1, predict the reactants needed to synthesize it. The reactants are: [Br:1][CH2:2][CH2:3][O:4][C:5]1[CH:31]=[CH:30][C:8]([CH2:9][C:10]2[C:19]3[C:14](=[CH:15][C:16]([OH:20])=[CH:17][CH:18]=3)[O:13][C:12](=[O:21])[C:11]=2[C:22]2[CH:27]=[CH:26][C:25]([Cl:28])=[CH:24][C:23]=2[Cl:29])=[CH:7][CH:6]=1.[I:32]I.Cl.